From a dataset of Catalyst prediction with 721,799 reactions and 888 catalyst types from USPTO. Predict which catalyst facilitates the given reaction. (1) Reactant: C([O:5][C:6](=[O:37])[CH2:7][NH:8][S:9]([CH2:12][CH:13]1[CH2:18][CH2:17][C:16]([S:27]([C:30]2[CH:35]=[CH:34][C:33]([Cl:36])=[CH:32][CH:31]=2)(=[O:29])=[O:28])([C:19]2[CH:24]=[C:23]([F:25])[CH:22]=[CH:21][C:20]=2[F:26])[CH2:15][CH2:14]1)(=[O:11])=[O:10])(C)(C)C.FC(F)(F)C(O)=O. The catalyst class is: 4. Product: [Cl:36][C:33]1[CH:32]=[CH:31][C:30]([S:27]([C:16]2([C:19]3[CH:24]=[C:23]([F:25])[CH:22]=[CH:21][C:20]=3[F:26])[CH2:15][CH2:14][CH:13]([CH2:12][S:9]([NH:8][CH2:7][C:6]([OH:37])=[O:5])(=[O:10])=[O:11])[CH2:18][CH2:17]2)(=[O:29])=[O:28])=[CH:35][CH:34]=1. (2) Reactant: C([O:4][C@@H:5]([C:7]1[N:12]=[C:11]([N:13]2[CH2:22][CH2:21][C:20]3[C:15](=[CH:16][CH:17]=[C:18]([C:23]4[CH:27]=[CH:26][S:25][CH:24]=4)[CH:19]=3)[CH2:14]2)[CH:10]=[CH:9][N:8]=1)[CH3:6])(=O)C.O.[OH-].[Li+]. The catalyst class is: 364. Product: [S:25]1[CH:26]=[CH:27][C:23]([C:18]2[CH:19]=[C:20]3[C:15](=[CH:16][CH:17]=2)[CH2:14][N:13]([C:11]2[CH:10]=[CH:9][N:8]=[C:7]([CH:5]([OH:4])[CH3:6])[N:12]=2)[CH2:22][CH2:21]3)=[CH:24]1. (3) Reactant: [NH:1]1[CH2:5][CH2:4][C@H:3]([OH:6])[CH2:2]1.[CH3:7][C:8]([O:11][C:12](O[C:12]([O:11][C:8]([CH3:10])([CH3:9])[CH3:7])=[O:13])=[O:13])([CH3:10])[CH3:9]. Product: [OH:6][C@H:3]1[CH2:4][CH2:5][N:1]([C:12]([O:11][C:8]([CH3:10])([CH3:9])[CH3:7])=[O:13])[CH2:2]1. The catalyst class is: 74. (4) Reactant: [OH-].[NH3+:2][NH2:3].[Br:4][C:5]1[CH:6]=[C:7]2[C:13]([C:14](=[O:19])C(Cl)(Cl)Cl)=[CH:12][NH:11][C:8]2=[N:9][CH:10]=1. Product: [Br:4][C:5]1[CH:6]=[C:7]2[C:13]([C:14]([NH:2][NH2:3])=[O:19])=[CH:12][NH:11][C:8]2=[N:9][CH:10]=1. The catalyst class is: 5. (5) Product: [C:38]([O:42][C:43](=[O:49])[NH:44][CH2:45][CH2:46][CH2:47][NH:1][CH:2]([C:6]1[N:15]([CH2:16][C:17]2[CH:22]=[CH:21][CH:20]=[CH:19][CH:18]=2)[C:14](=[O:23])[C:13]2[C:8](=[N:9][CH:10]=[CH:11][N:12]=2)[N:7]=1)[CH:3]([CH3:5])[CH3:4])([CH3:41])([CH3:40])[CH3:39]. The catalyst class is: 4. Reactant: [NH2:1][CH:2]([C:6]1[N:15]([CH2:16][C:17]2[CH:22]=[CH:21][CH:20]=[CH:19][CH:18]=2)[C:14](=[O:23])[C:13]2[C:8](=[N:9][CH:10]=[CH:11][N:12]=2)[N:7]=1)[CH:3]([CH3:5])[CH3:4].[BH-](OC(C)=O)(OC(C)=O)OC(C)=O.[Na+].[C:38]([O:42][C:43](=[O:49])[NH:44][CH2:45][CH2:46][CH:47]=O)([CH3:41])([CH3:40])[CH3:39]. (6) Reactant: [CH3:1][C:2]([N:6]([CH3:11])[CH:7]1[CH2:10][O:9][CH2:8]1)([CH3:5])[CH:3]=O.N1CCCC1.[NH2:17][C:18]1[N:23]=[CH:22][N:21]=[C:20]2[N:24]([CH2:41][C@@H:42]3[CH2:46][CH2:45][CH2:44][N:43]3[C:47](=[O:51])[CH2:48][C:49]#[N:50])[N:25]=[C:26]([C:27]3[CH:32]=[CH:31][C:30]([O:33][C:34]4[CH:39]=[CH:38][CH:37]=[CH:36][CH:35]=4)=[CH:29][C:28]=3[F:40])[C:19]=12.CCOC(C)=O. Product: [NH2:17][C:18]1[N:23]=[CH:22][N:21]=[C:20]2[N:24]([CH2:41][C@@H:42]3[CH2:46][CH2:45][CH2:44][N:43]3[C:47]([C:48](=[CH:3][C:2]([CH3:1])([N:6]([CH3:11])[CH:7]3[CH2:10][O:9][CH2:8]3)[CH3:5])[C:49]#[N:50])=[O:51])[N:25]=[C:26]([C:27]3[CH:32]=[CH:31][C:30]([O:33][C:34]4[CH:35]=[CH:36][CH:37]=[CH:38][CH:39]=4)=[CH:29][C:28]=3[F:40])[C:19]=12. The catalyst class is: 2. (7) Reactant: [Br:1][C:2]1[C:10]2[N:9]=[N:8][N:7]([CH2:11][CH:12]3[CH2:14][CH2:13]3)[C:6]=2[CH:5]=[CH:4][C:3]=1[O:15]C.B(Br)(Br)Br. Product: [Br:1][C:2]1[C:10]2[N:9]=[N:8][N:7]([CH2:11][CH:12]3[CH2:14][CH2:13]3)[C:6]=2[CH:5]=[CH:4][C:3]=1[OH:15]. The catalyst class is: 4. (8) Reactant: C(N(CC)C(C)C)(C)C.Cl[C:11]1[N:19]=[CH:18][N:17]=[C:16]2[C:12]=1[NH:13][CH:14]=[N:15]2.[F:20][C:21]1[CH:30]=[C:29]2[C:24]([CH:25]=[C:26]([C@@H:34]([NH2:36])[CH3:35])[C:27]([CH2:31][CH2:32][CH3:33])=[N:28]2)=[CH:23][CH:22]=1. Product: [F:20][C:21]1[CH:30]=[C:29]2[C:24]([CH:25]=[C:26]([C@@H:34]([NH:36][C:11]3[N:19]=[CH:18][N:17]=[C:16]4[C:12]=3[N:13]=[CH:14][NH:15]4)[CH3:35])[C:27]([CH2:31][CH2:32][CH3:33])=[N:28]2)=[CH:23][CH:22]=1. The catalyst class is: 51.